Dataset: Full USPTO retrosynthesis dataset with 1.9M reactions from patents (1976-2016). Task: Predict the reactants needed to synthesize the given product. (1) Given the product [OH:38][CH2:37][C:35]([NH:1][C@@H:2]1[CH2:3][CH2:4][C@H:5]([NH:8][C:9]([C:11]2[C:15]3[N:16]=[CH:17][N:18]=[C:19]([C:20]4[C:28]5[O:27][CH2:26][O:25][C:24]=5[CH:23]=[CH:22][C:21]=4[O:29][CH2:30][CH2:31][O:32][CH3:33])[C:14]=3[NH:13][CH:12]=2)=[O:10])[CH2:6][CH2:7]1)=[O:36], predict the reactants needed to synthesize it. The reactants are: [NH2:1][C@@H:2]1[CH2:7][CH2:6][C@H:5]([NH:8][C:9]([C:11]2[C:15]3[N:16]=[CH:17][N:18]=[C:19]([C:20]4[C:28]5[O:27][CH2:26][O:25][C:24]=5[CH:23]=[CH:22][C:21]=4[O:29][CH2:30][CH2:31][O:32][CH3:33])[C:14]=3[NH:13][CH:12]=2)=[O:10])[CH2:4][CH2:3]1.Cl[C:35]([CH2:37][O:38]C(=O)C)=[O:36]. (2) Given the product [OH:29][C:17]1[CH:18]=[C:19]([C:22]2[CH:27]=[CH:26][CH:25]=[C:24]([OH:28])[CH:23]=2)[CH:20]=[CH:21][C:16]=1[C@H:15]1[N:14]([C:30]2[CH:31]=[CH:32][CH:33]=[CH:34][CH:35]=2)[C:13](=[O:36])[C@@H:12]1[CH2:11][CH2:10][C@@H:9]([C:37]1[CH:42]=[CH:41][C:40]([F:43])=[CH:39][CH:38]=1)[OH:8], predict the reactants needed to synthesize it. The reactants are: [Si]([O:8][C@H:9]([C:37]1[CH:42]=[CH:41][C:40]([F:43])=[CH:39][CH:38]=1)[CH2:10][CH2:11][C@@H:12]1[C@@H:15]([C:16]2[CH:21]=[CH:20][C:19]([C:22]3[CH:27]=[CH:26][CH:25]=[C:24]([OH:28])[CH:23]=3)=[CH:18][C:17]=2[OH:29])[N:14]([C:30]2[CH:35]=[CH:34][CH:33]=[CH:32][CH:31]=2)[C:13]1=[O:36])(C(C)(C)C)(C)C.F. (3) Given the product [CH2:1]([NH:3][C:4]([NH:6][C:7]1[N:12]=[CH:11][C:10]([C:13]2[CH:14]=[N:15][CH:16]=[C:17]([C:19]3[O:20][C:30](=[O:31])[NH:22][N:21]=3)[CH:18]=2)=[C:9]([CH2:23][OH:24])[CH:8]=1)=[O:5])[CH3:2], predict the reactants needed to synthesize it. The reactants are: [CH2:1]([NH:3][C:4]([NH:6][C:7]1[N:12]=[CH:11][C:10]([C:13]2[CH:14]=[N:15][CH:16]=[C:17]([C:19]([NH:21][NH2:22])=[O:20])[CH:18]=2)=[C:9]([CH2:23][OH:24])[CH:8]=1)=[O:5])[CH3:2].C1N=CN([C:30](N2C=NC=C2)=[O:31])C=1.CCN(C(C)C)C(C)C.[OH-].[Na+].Cl. (4) Given the product [N:1]1[C:2]([C:10]([OH:12])=[O:11])=[CH:3][N:4]2[CH2:9][CH2:8][CH2:7][CH2:6][C:5]=12, predict the reactants needed to synthesize it. The reactants are: [N:1]1[C:2]([C:10]([OH:12])=[O:11])=[CH:3][N:4]2[CH:9]=[CH:8][CH:7]=[CH:6][C:5]=12. (5) Given the product [F:16][C:17]1[CH:18]=[CH:19][C:20]([CH2:21][NH:22][C:23](=[O:24])[C:25]2[CH:30]=[CH:29][C:28]([S:31]([N:9]3[C:10]4[C:15](=[CH:14][CH:13]=[CH:12][CH:11]=4)[CH:7]([C:1]4[CH:2]=[CH:3][CH:4]=[CH:5][CH:6]=4)[CH2:8]3)(=[O:32])=[O:33])=[CH:27][CH:26]=2)=[CH:35][CH:36]=1, predict the reactants needed to synthesize it. The reactants are: [C:1]1([CH:7]2[C:15]3[C:10](=[CH:11][CH:12]=[CH:13][CH:14]=3)[NH:9][CH2:8]2)[CH:6]=[CH:5][CH:4]=[CH:3][CH:2]=1.[F:16][C:17]1[CH:36]=[CH:35][C:20]([CH2:21][NH:22][C:23]([C:25]2[CH:30]=[CH:29][C:28]([S:31](Cl)(=[O:33])=[O:32])=[CH:27][CH:26]=2)=[O:24])=[CH:19][CH:18]=1.CCN(CC)CC.CC(N(C)C)=O.C([O-])(O)=O.[Na+]. (6) Given the product [CH3:11][C:12]1([CH3:30])[C:21]2[C:16](=[CH:17][C:18]([CH:22]([CH2:25][CH2:26][CH2:27][CH2:28][CH3:29])[CH:23]=[O:24])=[CH:19][CH:20]=2)[O:15][CH2:14][CH2:13]1, predict the reactants needed to synthesize it. The reactants are: C(Cl)(=O)C(Cl)=O.CS(C)=O.[CH3:11][C:12]1([CH3:30])[C:21]2[C:16](=[CH:17][C:18]([CH:22]([CH2:25][CH2:26][CH2:27][CH2:28][CH3:29])[CH2:23][OH:24])=[CH:19][CH:20]=2)[O:15][CH2:14][CH2:13]1.C(N(CC)CC)C. (7) The reactants are: [O:1]=[S:2]1(=[O:18])[CH2:6][CH2:5][CH2:4][N:3]1[C@H:7]([C:9]1[CH:17]=[CH:16][C:12]([C:13]([OH:15])=O)=[CH:11][CH:10]=1)[CH3:8].[CH3:19][C:20]1[C:21]([N:27]2[CH2:32][CH2:31][NH:30][CH2:29][CH2:28]2)=[N:22][CH:23]=[C:24]([CH3:26])[CH:25]=1. Given the product [CH3:19][C:20]1[C:21]([N:27]2[CH2:28][CH2:29][N:30]([C:13]([C:12]3[CH:11]=[CH:10][C:9]([C@@H:7]([N:3]4[CH2:4][CH2:5][CH2:6][S:2]4(=[O:1])=[O:18])[CH3:8])=[CH:17][CH:16]=3)=[O:15])[CH2:31][CH2:32]2)=[N:22][CH:23]=[C:24]([CH3:26])[CH:25]=1, predict the reactants needed to synthesize it. (8) Given the product [CH3:1][C:2]1[C:10]2[C:5](=[CH:6][C:7]([C:11]([O:13][CH3:15])=[O:12])=[CH:8][CH:9]=2)[NH:4][N:3]=1, predict the reactants needed to synthesize it. The reactants are: [CH3:1][C:2]1[C:10]2[C:5](=[CH:6][C:7]([C:11]([OH:13])=[O:12])=[CH:8][CH:9]=2)[NH:4][N:3]=1.Cl.[CH3:15]O. (9) Given the product [Br:26][CH2:8][C:7]1[C:2]([F:1])=[C:3]([N:12]2[CH2:17][CH2:16][N:15]([C:18]([O:20][C:21]([CH3:24])([CH3:23])[CH3:22])=[O:19])[CH2:14][CH2:13]2)[CH:4]=[C:5]([F:11])[C:6]=1[F:10], predict the reactants needed to synthesize it. The reactants are: [F:1][C:2]1[C:7]([CH2:8]O)=[C:6]([F:10])[C:5]([F:11])=[CH:4][C:3]=1[N:12]1[CH2:17][CH2:16][N:15]([C:18]([O:20][C:21]([CH3:24])([CH3:23])[CH3:22])=[O:19])[CH2:14][CH2:13]1.P(Br)(Br)[Br:26].